From a dataset of Peptide-MHC class II binding affinity with 134,281 pairs from IEDB. Regression. Given a peptide amino acid sequence and an MHC pseudo amino acid sequence, predict their binding affinity value. This is MHC class II binding data. (1) The peptide sequence is GGVFHTMWHVTRGAF. The MHC is DRB1_0901 with pseudo-sequence DRB1_0901. The binding affinity (normalized) is 0.710. (2) The peptide sequence is KLQAAVMETDREN. The MHC is DRB4_0101 with pseudo-sequence DRB4_0103. The binding affinity (normalized) is 0.203. (3) The peptide sequence is AAATAGTTVYGAFAK. The MHC is HLA-DPA10103-DPB10601 with pseudo-sequence HLA-DPA10103-DPB10601. The binding affinity (normalized) is 0. (4) The peptide sequence is LIGPTPVNIIGRNLLTQLGC. The MHC is DRB1_0901 with pseudo-sequence DRB1_0901. The binding affinity (normalized) is 0.247. (5) The peptide sequence is VSNRQSNSEAIADRL. The MHC is DRB1_0101 with pseudo-sequence DRB1_0101. The binding affinity (normalized) is 0.227. (6) The peptide sequence is AAATQGTTVYGAFAA. The MHC is HLA-DPA10103-DPB10601 with pseudo-sequence HLA-DPA10103-DPB10601. The binding affinity (normalized) is 0. (7) The peptide sequence is VDPTDYFRNEQSIPP. The MHC is DRB4_0101 with pseudo-sequence DRB4_0103. The binding affinity (normalized) is 0.186. (8) The peptide sequence is CIEYVTLNASQYANC. The MHC is DRB3_0101 with pseudo-sequence DRB3_0101. The binding affinity (normalized) is 0.336. (9) The peptide sequence is EIPSFRWTQSLRRGL. The MHC is H-2-IAb with pseudo-sequence H-2-IAb. The binding affinity (normalized) is 0.431. (10) The peptide sequence is RSPISNMVSMANNHM. The MHC is DRB1_1101 with pseudo-sequence DRB1_1101. The binding affinity (normalized) is 0.400.